Dataset: Full USPTO retrosynthesis dataset with 1.9M reactions from patents (1976-2016). Task: Predict the reactants needed to synthesize the given product. (1) Given the product [Cl:1][C:2]1[CH:31]=[CH:30][CH:29]=[C:28]([C:32]([F:33])([F:35])[F:34])[C:3]=1[C:4]([N:6]1[C:14]2[C:9](=[C:10]([F:15])[CH:11]=[CH:12][CH:13]=2)[C:8]([C:16]2[CH2:21][CH2:20][CH:19]([C:22]([O:24][CH2:25][CH3:26])=[O:23])[CH:18]([OH:27])[CH:17]=2)=[N:7]1)=[O:5], predict the reactants needed to synthesize it. The reactants are: [Cl:1][C:2]1[CH:31]=[CH:30][CH:29]=[C:28]([C:32]([F:35])([F:34])[F:33])[C:3]=1[C:4]([N:6]1[C:14]2[C:9](=[C:10]([F:15])[CH:11]=[CH:12][CH:13]=2)[C:8]([C:16]2[CH2:21][CH2:20][CH:19]([C:22]([O:24][CH2:25][CH3:26])=[O:23])[C:18](=[O:27])[CH:17]=2)=[N:7]1)=[O:5].[BH4-].[Na+]. (2) Given the product [CH:6]1[C:5]([Cl:8])=[CH:4][C:3]2[C@:9]([C:10]([F:13])([F:11])[F:12])([C:14]#[C:15][CH:16]3[CH2:18][CH2:17]3)[O:19][C:21]([NH:1][C:2]=2[CH:7]=1)=[O:23], predict the reactants needed to synthesize it. The reactants are: [NH2:1][C:2]1[CH:7]=[CH:6][C:5]([Cl:8])=[CH:4][C:3]=1[C@@:9]([OH:19])([C:14]#[C:15][CH:16]1[CH2:18][CH2:17]1)[C:10]([F:13])([F:12])[F:11].Cl[C:21](Cl)([O:23]C(=O)OC(Cl)(Cl)Cl)Cl.C(=O)(O)[O-].[K+]. (3) Given the product [Cl:9][C:6]1[N:5]=[CH:4][N:3]=[C:2]([N:13]2[CH2:14][CH2:15][CH2:16][CH2:17][CH2:18][CH:12]2[CH2:10][CH3:11])[C:7]=1[F:8], predict the reactants needed to synthesize it. The reactants are: Cl[C:2]1[C:7]([F:8])=[C:6]([Cl:9])[N:5]=[CH:4][N:3]=1.[CH2:10]([CH:12]1[CH2:18][CH2:17][CH2:16][CH2:15][CH2:14][NH:13]1)[CH3:11]. (4) Given the product [NH2:32][C:31]1[N:30]=[C:17]([N:13]2[CH2:14][CH2:15][CH2:16][C@@H:11]([NH:10][C:8]([O:7][C:3]([CH3:4])([CH3:5])[CH3:6])=[O:9])[CH2:12]2)[N:18]([CH2:25][CH:26]=[C:27]([CH3:29])[CH3:28])[C:19]=1[C:20]([O:22][CH2:23][CH3:24])=[O:21], predict the reactants needed to synthesize it. The reactants are: [H-].[Na+].[C:3]([O:7][C:8]([NH:10][C@@H:11]1[CH2:16][CH2:15][CH2:14][N:13](/[C:17](=[N:30]\[C:31]#[N:32])/[N:18]([CH2:25][CH:26]=[C:27]([CH3:29])[CH3:28])[CH2:19][C:20]([O:22][CH2:23][CH3:24])=[O:21])[CH2:12]1)=[O:9])([CH3:6])([CH3:5])[CH3:4].O.[Cl-].[NH4+].